This data is from Forward reaction prediction with 1.9M reactions from USPTO patents (1976-2016). The task is: Predict the product of the given reaction. Given the reactants [NH2:1][CH2:2][CH2:3][N:4]1[CH2:9][CH2:8][CH:7]([CH2:10][NH:11][C:12](=[O:27])[C:13]2[CH:18]=[C:17]([C:19]([F:22])([F:21])[F:20])[CH:16]=[C:15]([C:23]([F:26])([F:25])[F:24])[CH:14]=2)[CH2:6][CH2:5]1.N1C(C)=CC=CC=1C.[CH:36]([S:39](Cl)(=[O:41])=[O:40])([CH3:38])[CH3:37].C([O-])(O)=O.[Na+], predict the reaction product. The product is: [CH3:37][CH:36]([S:39]([NH:1][CH2:2][CH2:3][N:4]1[CH2:5][CH2:6][CH:7]([CH2:10][NH:11][C:12](=[O:27])[C:13]2[CH:18]=[C:17]([C:19]([F:21])([F:22])[F:20])[CH:16]=[C:15]([C:23]([F:24])([F:25])[F:26])[CH:14]=2)[CH2:8][CH2:9]1)(=[O:41])=[O:40])[CH3:38].